Task: Predict which catalyst facilitates the given reaction.. Dataset: Catalyst prediction with 721,799 reactions and 888 catalyst types from USPTO (1) Reactant: [I:1][C:2]1[CH:3]=[C:4]2[C:9](=[CH:10][CH:11]=1)[O:8][CH2:7][CH2:6][CH:5]2[OH:12].C1C=C[NH+]=CC=1.[O-][Cr](Cl)(=O)=O. Product: [I:1][C:2]1[CH:3]=[C:4]2[C:9](=[CH:10][CH:11]=1)[O:8][CH2:7][CH2:6][C:5]2=[O:12]. The catalyst class is: 2. (2) Product: [F:10][C:7]1[CH:6]=[C:5]([CH:11]2[CH2:16][CH:15]([C:17]([O:19][CH3:20])=[O:18])[CH2:14][CH2:13][N:12]2[C:30]([O:31][CH3:32])=[O:33])[CH:4]=[C:3]([F:2])[C:8]=1[F:9]. Reactant: Cl.[F:2][C:3]1[CH:4]=[C:5]([CH:11]2[CH2:16][CH:15]([C:17]([O:19][CH3:20])=[O:18])[CH2:14][CH2:13][NH:12]2)[CH:6]=[C:7]([F:10])[C:8]=1[F:9].CCN(C(C)C)C(C)C.[C:30](Cl)(=[O:33])[O:31][CH3:32]. The catalyst class is: 2. (3) Reactant: C([NH:4][C@@H:5]1[C:11](=[O:12])[O:10][C:8](=[O:9])[CH:7]([CH3:13])[CH2:6]1)(O)=[O:2].C([NH:17][C@@H:18]1[C:24](=[O:25])[O:23][C:21](=[O:22])[CH:20]([CH2:26][CH2:27][CH2:28][CH2:29][CH2:30][CH2:31][CH2:32][CH3:33])[CH2:19]1)(O)=[O:15].CN(C)CCCN. Product: [CH3:13][CH:7]([C:8]([OH:9])=[O:15])[CH2:6][C@@H:5]([C:11]([OH:10])=[O:12])[NH2:4].[CH2:26]([CH:20]([C:21]([OH:22])=[O:2])[CH2:19][C@@H:18]([C:24]([OH:23])=[O:25])[NH2:17])[CH2:27][CH2:28][CH2:29][CH2:30][CH2:31][CH2:32][CH3:33]. The catalyst class is: 26. (4) Reactant: [C:1]([O:5][C:6](=[O:26])[NH:7][C@H:8]1[CH2:13][C@@H:12]([C:14]2[CH:19]=[CH:18][CH:17]=[CH:16][CH:15]=2)[C@@H:11]([CH3:20])[N:10]([CH2:21][C:22]([CH3:24])=[CH2:23])[C:9]1=[O:25])([CH3:4])([CH3:3])[CH3:2].[H][H]. Product: [C:1]([O:5][C:6](=[O:26])[NH:7][C@H:8]1[CH2:13][C@@H:12]([C:14]2[CH:15]=[CH:16][CH:17]=[CH:18][CH:19]=2)[C@@H:11]([CH3:20])[N:10]([CH2:21][CH:22]([CH3:23])[CH3:24])[C:9]1=[O:25])([CH3:2])([CH3:3])[CH3:4]. The catalyst class is: 29. (5) Reactant: [CH3:1][C@H:2]1[CH2:7][CH2:6][CH2:5][C@@H:4]([CH3:8])[N:3]1[C:9]1[N:13]2[CH:14]=[C:15]([O:18][C@H:19]3[C:28]4[C:23](=[CH:24][CH:25]=[CH:26][CH:27]=4)[C@@H:22]([NH2:29])[CH2:21][CH2:20]3)[CH:16]=[CH:17][C:12]2=[N:11][N:10]=1.ClC(Cl)(Cl)C[O:33][C:34](=O)[NH:35][C:36]1[N:37]([CH2:45][CH2:46][OH:47])[N:38]=[C:39]([C:41]([CH3:44])([CH3:43])[CH3:42])[CH:40]=1.CCN(C(C)C)C(C)C. Product: [C:41]([C:39]1[CH:40]=[C:36]([NH:35][C:34]([NH:29][C@@H:22]2[C:23]3[C:28](=[CH:27][CH:26]=[CH:25][CH:24]=3)[C@H:19]([O:18][C:15]3[CH:16]=[CH:17][C:12]4[N:13]([C:9]([N:3]5[C@H:2]([CH3:1])[CH2:7][CH2:6][CH2:5][C@@H:4]5[CH3:8])=[N:10][N:11]=4)[CH:14]=3)[CH2:20][CH2:21]2)=[O:33])[N:37]([CH2:45][CH2:46][OH:47])[N:38]=1)([CH3:44])([CH3:42])[CH3:43]. The catalyst class is: 12. (6) Reactant: Cl[CH2:2][CH2:3][CH2:4][CH2:5][N:6]1[C:10]2[CH:11]=[C:12]([F:15])[CH:13]=[CH:14][C:9]=2[N:8]=[N:7]1.[F:16][C:17]([F:31])([F:30])[C:18]1[CH:19]=[C:20]([N:24]2[CH2:29][CH2:28][NH:27][CH2:26][CH2:25]2)[CH:21]=[CH:22][CH:23]=1.C(N(C(C)C)CC)(C)C.[I-].[K+]. Product: [F:15][C:12]1[CH:13]=[CH:14][C:9]2[N:8]=[N:7][N:6]([CH2:5][CH2:4][CH2:3][CH2:2][N:27]3[CH2:26][CH2:25][N:24]([C:20]4[CH:21]=[CH:22][CH:23]=[C:18]([C:17]([F:30])([F:31])[F:16])[CH:19]=4)[CH2:29][CH2:28]3)[C:10]=2[CH:11]=1. The catalyst class is: 10. (7) Reactant: [CH:1]([C:3]1[CH:12]=[C:11]([CH3:13])[C:10]([CH2:14][C:15]2[CH:16]=[CH:17][C:18]([C:21]3[CH:26]=[CH:25][N:24]=[C:23]([CH3:27])[CH:22]=3)=[N:19][CH:20]=2)=[CH:9][C:4]=1[C:5](OC)=[O:6])=O.Cl.[NH2:29][C@@H:30]1[CH2:35][CH2:34][CH2:33][CH2:32][C@H:31]1[OH:36].C(N(CC)CC)C.S([O-])([O-])(=O)=O.[Mg+2]. Product: [OH:36][C@@H:31]1[CH2:32][CH2:33][CH2:34][CH2:35][C@H:30]1[N:29]1[CH2:1][C:3]2[C:4](=[CH:9][C:10]([CH2:14][C:15]3[CH:16]=[CH:17][C:18]([C:21]4[CH:26]=[CH:25][N:24]=[C:23]([CH3:27])[CH:22]=4)=[N:19][CH:20]=3)=[C:11]([CH3:13])[CH:12]=2)[C:5]1=[O:6]. The catalyst class is: 1.